From a dataset of Reaction yield outcomes from USPTO patents with 853,638 reactions. Predict the reaction yield, written as a fraction of the theoretical maximum amount of product (1.0 means a 100% yield; for example, 0.34 means a 34% yield). (1) The reactants are ClC1C(C)=CC=CC=1C=O.[Cl:11][C:12]1[C:13]([CH3:20])=[C:14]([CH:17]=[CH:18][CH:19]=1)[CH2:15][OH:16]. No catalyst specified. The product is [Cl:11][C:12]1[C:13]([CH3:20])=[C:14]([CH:17]=[CH:18][CH:19]=1)[CH:15]=[O:16]. The yield is 0.812. (2) The reactants are [CH2:1]([N:8]1[CH:12]=[CH:11][C:10]([C:13]([OH:15])=O)=[CH:9]1)[C:2]1[CH:7]=[CH:6][CH:5]=[CH:4][CH:3]=1.CN(C)C=O.C(Cl)(=O)C(Cl)=O.[NH2:27][C:28]1[CH:29]=[C:30]([CH:48]=[CH:49][C:50]=1[F:51])[O:31][C:32]1[CH:33]=[CH:34][C:35]2[N:36]([CH:38]=[C:39]([NH:41][C:42]([CH:44]3[CH2:46][CH:45]3C)=[O:43])[N:40]=2)[N:37]=1. The catalyst is CN(C)C(=O)C.O1CCCC1. The product is [CH2:1]([N:8]1[CH:12]=[CH:11][C:10]([C:13]([NH:27][C:28]2[CH:29]=[C:30]([O:31][C:32]3[CH:33]=[CH:34][C:35]4[N:36]([CH:38]=[C:39]([NH:41][C:42]([CH:44]5[CH2:46][CH2:45]5)=[O:43])[N:40]=4)[N:37]=3)[CH:48]=[CH:49][C:50]=2[F:51])=[O:15])=[CH:9]1)[C:2]1[CH:3]=[CH:4][CH:5]=[CH:6][CH:7]=1. The yield is 0.240.